From a dataset of Catalyst prediction with 721,799 reactions and 888 catalyst types from USPTO. Predict which catalyst facilitates the given reaction. (1) Reactant: [NH:1]([C:3]([C:5]1[CH:10]=[CH:9][N:8]2[C:11]([C:14]3[CH:15]=[C:16]([NH:20][C:21]([NH:23][CH2:24][C:25]([F:28])([F:27])[F:26])=[O:22])[CH:17]=[CH:18][CH:19]=3)=[CH:12][N:13]=[C:7]2[CH:6]=1)=O)[NH2:2].[CH3:29][N:30]=[C:31]=[S:32]. Product: [CH3:29][N:30]1[C:31](=[S:32])[NH:2][N:1]=[C:3]1[C:5]1[CH:10]=[CH:9][N:8]2[C:11]([C:14]3[CH:15]=[C:16]([NH:20][C:21]([NH:23][CH2:24][C:25]([F:28])([F:27])[F:26])=[O:22])[CH:17]=[CH:18][CH:19]=3)=[CH:12][N:13]=[C:7]2[CH:6]=1. The catalyst class is: 14. (2) Reactant: [CH3:1][C:2]1[CH:7]=[C:6]([NH2:8])[CH:5]=[CH:4][N:3]=1.[Li]C(C)(C)C.[Si:14]([O:21][CH2:22][C@@H:23]([N:32]1[CH:37]=[CH:36][C:35]([C:38]2[CH:43]=[CH:42][N:41]=[C:40](S(C)(=O)=O)[N:39]=2)=[CH:34][C:33]1=[O:48])[C:24]1[CH:29]=[CH:28][C:27]([Cl:30])=[C:26]([F:31])[CH:25]=1)([C:17]([CH3:20])([CH3:19])[CH3:18])([CH3:16])[CH3:15].O. Product: [Si:14]([O:21][CH2:22][C@@H:23]([N:32]1[CH:37]=[CH:36][C:35]([C:38]2[CH:43]=[CH:42][N:41]=[C:40]([NH:8][C:6]3[CH:5]=[CH:4][N:3]=[C:2]([CH3:1])[CH:7]=3)[N:39]=2)=[CH:34][C:33]1=[O:48])[C:24]1[CH:29]=[CH:28][C:27]([Cl:30])=[C:26]([F:31])[CH:25]=1)([C:17]([CH3:20])([CH3:18])[CH3:19])([CH3:16])[CH3:15]. The catalyst class is: 1. (3) Reactant: [F:1][C:2]1[C:16]([F:17])=[C:15]2[C:5]([C:6](=[O:30])[C:7]([C:19]([NH:21][CH2:22][C:23]([O:25]C(C)(C)C)=[O:24])=[O:20])=[C:8]([OH:18])[C:9]32[CH2:14][CH2:13][O:12][CH2:11][CH2:10]3)=[CH:4][CH:3]=1. Product: [F:1][C:2]1[C:16]([F:17])=[C:15]2[C:5]([C:6](=[O:30])[C:7]([C:19]([NH:21][CH2:22][C:23]([OH:25])=[O:24])=[O:20])=[C:8]([OH:18])[C:9]32[CH2:10][CH2:11][O:12][CH2:13][CH2:14]3)=[CH:4][CH:3]=1. The catalyst class is: 484.